Dataset: Catalyst prediction with 721,799 reactions and 888 catalyst types from USPTO. Task: Predict which catalyst facilitates the given reaction. (1) Reactant: [Cl:1][C:2]1[CH:3]=[C:4]([CH:19]2[CH2:23][C:22]3([CH2:28][CH2:27][N:26]([C:29]([O:31][C:32]([CH3:35])([CH3:34])[CH3:33])=[O:30])[CH2:25][CH2:24]3)[O:21][CH2:20]2)[CH:5]=[CH:6][C:7]=1[O:8][Si](C(C)C)(C(C)C)C(C)C.[F-].C([N+](CCCC)(CCCC)CCCC)CCC. Product: [Cl:1][C:2]1[CH:3]=[C:4]([CH:19]2[CH2:23][C:22]3([CH2:24][CH2:25][N:26]([C:29]([O:31][C:32]([CH3:35])([CH3:34])[CH3:33])=[O:30])[CH2:27][CH2:28]3)[O:21][CH2:20]2)[CH:5]=[CH:6][C:7]=1[OH:8]. The catalyst class is: 7. (2) Reactant: CS(O)(=O)=O.C[O:7][C:8]1[CH:13]=[CH:12][C:11]([C:14](=[O:23])[CH2:15][CH2:16][CH2:17][N:18]2[CH:22]=[CH:21][N:20]=[N:19]2)=[CH:10][CH:9]=1.Br.[OH-].[Na+]. Product: [OH:7][C:8]1[CH:13]=[CH:12][C:11]([C:14](=[O:23])[CH2:15][CH2:16][CH2:17][N:18]2[CH:22]=[CH:21][N:20]=[N:19]2)=[CH:10][CH:9]=1. The catalyst class is: 6. (3) Reactant: C(N(CC)CC)C.[C:8]([O:14][CH2:15][CH3:16])(=[O:13])[CH2:9][C:10]([O-:12])=O.[K+].[Cl-].[Mg+2].[Cl-].[O:21]1[CH:25]=[CH:24][CH:23]=[C:22]1C(Cl)=O. Product: [O:21]1[CH:25]=[CH:24][CH:23]=[C:22]1[C:10](=[O:12])[CH2:9][C:8]([O:14][CH2:15][CH3:16])=[O:13]. The catalyst class is: 10. (4) Reactant: [OH:1][C:2]1[CH:9]=[CH:8][C:5]([CH:6]=[O:7])=[CH:4][C:3]=1/[CH:10]=[CH:11]/[C:12]1[CH:17]=[CH:16][CH:15]=[C:14]([C:18]([F:21])([F:20])[F:19])[CH:13]=1.CCN(C(C)C)C(C)C.[F:31][C:32]([F:45])([F:44])[S:33](O[S:33]([C:32]([F:45])([F:44])[F:31])(=[O:35])=[O:34])(=[O:35])=[O:34]. Product: [CH:6]([C:5]1[CH:8]=[CH:9][C:2]([O:1][S:33]([C:32]([F:45])([F:44])[F:31])(=[O:35])=[O:34])=[C:3](/[CH:10]=[CH:11]/[C:12]2[CH:17]=[CH:16][CH:15]=[C:14]([C:18]([F:19])([F:20])[F:21])[CH:13]=2)[CH:4]=1)=[O:7]. The catalyst class is: 2. (5) Reactant: Br[C:2]1[C:3]([O:28][CH3:29])=[C:4]([CH:10]([NH:12][C:13]2[N:21]=[CH:20][N:19]=[C:18]3[C:14]=2[N:15]=[CH:16][N:17]3[CH:22]2[CH2:27][CH2:26][CH2:25][CH2:24][O:23]2)[CH3:11])[CH:5]=[C:6]([Cl:9])[C:7]=1[F:8].CO[CH2:32][CH2:33]OC.C(=O)([O-])[O-].[K+].[K+].N1C=CC=CC=1.C(B1OB(C=C)OB(C=C)O1)=C. Product: [Cl:9][C:6]1[C:7]([F:8])=[C:2]([CH:32]=[CH2:33])[C:3]([O:28][CH3:29])=[C:4]([CH:10]([NH:12][C:13]2[N:21]=[CH:20][N:19]=[C:18]3[C:14]=2[N:15]=[CH:16][N:17]3[CH:22]2[CH2:27][CH2:26][CH2:25][CH2:24][O:23]2)[CH3:11])[CH:5]=1. The catalyst class is: 6. (6) Reactant: [CH:1]1([CH2:4][O:5][C:6]2[CH:7]=[C:8]([C:16]3[NH:20][C:19]([CH2:21][O:22]CC4C=CC(OC)=CC=4)=[C:18]([C:32]([O:34][CH2:35][CH3:36])=[O:33])[CH:17]=3)[CH:9]=[CH:10][C:11]=2[O:12][CH:13]([F:15])[F:14])[CH2:3][CH2:2]1.ClCCl.ClC1C(=O)C(C#N)=C(C#N)C(=O)C=1Cl. Product: [CH:1]1([CH2:4][O:5][C:6]2[CH:7]=[C:8]([C:16]3[NH:20][C:19]([CH:21]=[O:22])=[C:18]([C:32]([O:34][CH2:35][CH3:36])=[O:33])[CH:17]=3)[CH:9]=[CH:10][C:11]=2[O:12][CH:13]([F:15])[F:14])[CH2:3][CH2:2]1. The catalyst class is: 6. (7) Reactant: [Cl:1][C:2]1[CH:10]=[CH:9][C:5]([CH:6]=[N:7][OH:8])=[CH:4][CH:3]=1.Cl[N:12]1C(=O)[CH2:15][CH2:14][C:13]1=O.C(N)C#C.C(N(CC)CC)C. Product: [Cl:1][C:2]1[CH:10]=[CH:9][C:5]([C:6]2[CH:15]=[C:14]([CH2:13][NH2:12])[O:8][N:7]=2)=[CH:4][CH:3]=1. The catalyst class is: 4. (8) Reactant: [C:1]([NH:4][CH:5]([CH2:10][C:11]([NH:13][C:14]1[CH:19]=[CH:18][C:17]([O:20][CH2:21][C:22]2[CH:27]=[CH:26][CH:25]=[C:24]([F:28])[CH:23]=2)=[CH:16][CH:15]=1)=[O:12])[C:6](OC)=[O:7])(=[O:3])[CH3:2].[BH4-].[Li+].Cl.O. Product: [C:1]([NH:4][C@H:5]([CH2:6][OH:7])[CH2:10][C:11]([NH:13][C:14]1[CH:15]=[CH:16][C:17]([O:20][CH2:21][C:22]2[CH:27]=[CH:26][CH:25]=[C:24]([F:28])[CH:23]=2)=[CH:18][CH:19]=1)=[O:12])(=[O:3])[CH3:2]. The catalyst class is: 7. (9) Reactant: [Cl:1][C:2]1[N:11]=[C:10](N)[C:9]2[C:4](=[CH:5][CH:6]=[C:7]([O:13][C:14]3[CH:19]=[CH:18][C:17]([F:20])=[CH:16][C:15]=3[F:21])[CH:8]=2)[N:3]=1.N(OC(C)(C)C)=O.O. Product: [Cl:1][C:2]1[N:11]=[CH:10][C:9]2[C:4](=[CH:5][CH:6]=[C:7]([O:13][C:14]3[CH:19]=[CH:18][C:17]([F:20])=[CH:16][C:15]=3[F:21])[CH:8]=2)[N:3]=1. The catalyst class is: 1. (10) Reactant: Cl.[CH3:2][O:3][C:4](=[O:12])[CH:5]([NH2:11])[CH2:6][C:7]([F:10])([F:9])[F:8].C(N(CC)CC)C.[Br:20][C:21]1[CH:26]=[CH:25][C:24]([C:27](=O)[CH2:28][S:29][C:30]#[N:31])=[CH:23][CH:22]=1. Product: [Br:20][C:21]1[CH:26]=[CH:25][C:24]([C:27]2[N:31]=[C:30]([NH:11][CH:5]([CH2:6][C:7]([F:9])([F:8])[F:10])[C:4]([O:3][CH3:2])=[O:12])[S:29][CH:28]=2)=[CH:23][CH:22]=1. The catalyst class is: 8.